From a dataset of Catalyst prediction with 721,799 reactions and 888 catalyst types from USPTO. Predict which catalyst facilitates the given reaction. (1) Reactant: [CH2:1]([N:3]=[C:4]=O)[CH3:2].[O:6]1[CH2:11][CH2:10][N:9]([CH2:12][CH2:13][CH2:14][NH2:15])[CH2:8][CH2:7]1.C(N(CC)CC)C.C1(C)C=CC(S(Cl)(=O)=O)=CC=1.C([O-])([O-])=O.[Na+].[Na+]. The catalyst class is: 2. Product: [O:6]1[CH2:11][CH2:10][N:9]([CH2:12][CH2:13][CH2:14][N:15]=[C:4]=[N:3][CH2:1][CH3:2])[CH2:8][CH2:7]1. (2) The catalyst class is: 10. Reactant: Cl[C:2]1[C:7]([N+:8]([O-:10])=[O:9])=[CH:6][CH:5]=[C:4]([Cl:11])[N:3]=1.[CH2:12]([N:14](CC)[CH2:15][CH3:16])[CH3:13].Cl.C(NCC)C. Product: [Cl:11][C:4]1[N:3]=[C:2]([N:14]([CH2:15][CH3:16])[CH2:12][CH3:13])[C:7]([N+:8]([O-:10])=[O:9])=[CH:6][CH:5]=1. (3) Reactant: I.[Cl:2][C:3]1[CH:4]=[C:5]([C@H:9]2[C@@H:13]([C:14]3[CH:19]=[CH:18][CH:17]=[C:16]([Cl:20])[CH:15]=3)[NH:12][C:11]([S:21][CH3:22])=[N:10]2)[CH:6]=[CH:7][CH:8]=1.[C:23]([O:27][C:28](O[C:28]([O:27][C:23]([CH3:26])([CH3:25])[CH3:24])=[O:29])=[O:29])([CH3:26])([CH3:25])[CH3:24].C(N(CC)C(C)C)(C)C. Product: [Cl:2][C:3]1[CH:4]=[C:5]([C@H:9]2[C@@H:13]([C:14]3[CH:19]=[CH:18][CH:17]=[C:16]([Cl:20])[CH:15]=3)[N:12]([C:28]([O:27][C:23]([CH3:26])([CH3:25])[CH3:24])=[O:29])[C:11]([S:21][CH3:22])=[N:10]2)[CH:6]=[CH:7][CH:8]=1. The catalyst class is: 119. (4) Reactant: [C:1]([O:5][C:6]([NH:8][CH2:9][CH2:10][CH2:11][CH2:12][CH2:13][CH:14]=[O:15])=[O:7])([CH3:4])([CH3:3])[CH3:2].[CH3:16][Mg]Br.O. Product: [C:1]([O:5][C:6]([NH:8][CH2:9][CH2:10][CH2:11][CH2:12][CH2:13][CH:14]([OH:15])[CH3:16])=[O:7])([CH3:4])([CH3:3])[CH3:2]. The catalyst class is: 7. (5) Reactant: [Cl:1][C:2]1[CH:7]=[CH:6][C:5]([C:8]2[CH:13]=[CH:12][C:11]([CH3:14])=[C:10]([CH2:15][C:16]([NH:18][C:19]3[N:20]=[CH:21][S:22][C:23]=3[C:24]([O:26][CH3:27])=[O:25])=[O:17])[CH:9]=2)=[CH:4][CH:3]=1.C(=O)([O-])[O-].[Cs+].[Cs+].[I-].[Na+].[CH2:36](Br)[C:37]#[CH:38]. Product: [Cl:1][C:2]1[CH:7]=[CH:6][C:5]([C:8]2[CH:13]=[CH:12][C:11]([CH3:14])=[C:10]([CH2:15][C:16]([N:18]([CH2:38][C:37]#[CH:36])[C:19]3[N:20]=[CH:21][S:22][C:23]=3[C:24]([O:26][CH3:27])=[O:25])=[O:17])[CH:9]=2)=[CH:4][CH:3]=1. The catalyst class is: 10. (6) Reactant: [Cl:1][C:2]1[CH:7]=[CH:6][C:5]([OH:8])=[CH:4][C:3]=1[C:9]1[N:14]=[C:13]([NH:15][C@H:16]2[CH2:21][CH2:20][N:19]([CH:22]3[CH2:24][CH2:23]3)[C@@H:18]([CH3:25])[CH2:17]2)[C:12]([CH3:26])=[C:11]([C:27]2[C:28]([CH3:33])=[N:29][O:30][C:31]=2[CH3:32])[N:10]=1.[N+](C1C=C(S(O[CH2:47][C@H:48]2[CH2:50][O:49]2)(=O)=O)C=CC=1)([O-])=O.C([O-])([O-])=O.[Cs+].[Cs+]. Product: [Cl:1][C:2]1[CH:7]=[CH:6][C:5]([O:8][CH2:47][C@H:48]2[CH2:50][O:49]2)=[CH:4][C:3]=1[C:9]1[N:14]=[C:13]([NH:15][C@H:16]2[CH2:21][CH2:20][N:19]([CH:22]3[CH2:24][CH2:23]3)[C@@H:18]([CH3:25])[CH2:17]2)[C:12]([CH3:26])=[C:11]([C:27]2[C:28]([CH3:33])=[N:29][O:30][C:31]=2[CH3:32])[N:10]=1. The catalyst class is: 20.